From a dataset of Full USPTO retrosynthesis dataset with 1.9M reactions from patents (1976-2016). Predict the reactants needed to synthesize the given product. (1) Given the product [F:77][C:71]1[C:72]([F:76])=[CH:73][CH:74]=[CH:75][C:70]=1[CH2:69][S:68][C:52]1[N:51]=[C:50]([NH:8][S:5]([N:1]2[CH2:4][CH2:3][CH2:2]2)(=[O:7])=[O:6])[CH:55]=[C:54]([O:56][CH2:57][C@H:58]2[CH2:62][O:61][C:60]3([CH2:67][CH2:66][CH2:65][CH2:64][CH2:63]3)[O:59]2)[N:53]=1, predict the reactants needed to synthesize it. The reactants are: [N:1]1([S:5]([NH2:8])(=[O:7])=[O:6])[CH2:4][CH2:3][CH2:2]1.C1(P(C2CCCCC2)C2C=CC=CC=2C2C(C(C)C)=CC(C(C)C)=CC=2C(C)C)CCCCC1.C(=O)([O-])[O-].[Cs+].[Cs+].Cl[C:50]1[CH:55]=[C:54]([O:56][CH2:57][C@H:58]2[CH2:62][O:61][C:60]3([CH2:67][CH2:66][CH2:65][CH2:64][CH2:63]3)[O:59]2)[N:53]=[C:52]([S:68][CH2:69][C:70]2[CH:75]=[CH:74][CH:73]=[C:72]([F:76])[C:71]=2[F:77])[N:51]=1. (2) Given the product [CH3:3][O:4][C:5]1[CH:6]=[C:7]2[C:12](=[CH:13][CH:14]=1)[N:11]=[C:10]([CH:15]=[O:2])[CH:9]=[CH:8]2, predict the reactants needed to synthesize it. The reactants are: [Se]=[O:2].[CH3:3][O:4][C:5]1[CH:6]=[C:7]2[C:12](=[CH:13][CH:14]=1)[N:11]=[C:10]([CH3:15])[CH:9]=[CH:8]2. (3) Given the product [C:39]([NH:40][C:21]1[N:20]=[C:19]([O:18][C:11]2[C:12]3[C:17](=[CH:16][CH:15]=[CH:14][CH:13]=3)[C:8]([NH:7][C:5](=[O:6])[C:4]3[CH:29]=[C:30]([N:32]4[CH2:37][CH2:36][O:35][CH2:34][CH2:33]4)[CH:31]=[C:2]([F:1])[CH:3]=3)=[CH:9][CH:10]=2)[CH:24]=[CH:23][N:22]=1)#[N:38], predict the reactants needed to synthesize it. The reactants are: [F:1][C:2]1[CH:3]=[C:4]([CH:29]=[C:30]([N:32]2[CH2:37][CH2:36][O:35][CH2:34][CH2:33]2)[CH:31]=1)[C:5]([NH:7][C:8]1[C:17]2[C:12](=[CH:13][CH:14]=[CH:15][CH:16]=2)[C:11]([O:18][C:19]2[CH:24]=[CH:23][N:22]=[C:21](S(C)(=O)=O)[N:20]=2)=[CH:10][CH:9]=1)=[O:6].[N:38]#[C:39][NH2:40]. (4) Given the product [CH3:47][C@H:45]1[O:44][C@@H:43]([CH3:48])[CH2:42][N:41]([CH2:40][CH2:39][NH:38][C:34]([CH:16]2[CH:15]([C:11]3[CH:12]=[CH:13][CH:14]=[C:9]([Cl:8])[C:10]=3[F:37])[C:19]([C:22]3[CH:23]=[CH:24][C:25]([Cl:28])=[CH:26][CH:27]=3)([C:20]#[N:21])[CH:18]([CH2:29][C:30]([CH3:31])([CH3:32])[CH3:33])[NH:17]2)=[O:36])[CH2:46]1, predict the reactants needed to synthesize it. The reactants are: FC(F)(F)C(O)=O.[Cl:8][C:9]1[C:10]([F:37])=[C:11]([CH:15]2[C:19]([C:22]3[CH:27]=[CH:26][C:25]([Cl:28])=[CH:24][CH:23]=3)([C:20]#[N:21])[CH:18]([CH2:29][C:30]([CH3:33])([CH3:32])[CH3:31])[NH:17][CH:16]2[C:34]([OH:36])=O)[CH:12]=[CH:13][CH:14]=1.[NH2:38][CH2:39][CH2:40][N:41]1[CH2:46][C@H:45]([CH3:47])[O:44][C@H:43]([CH3:48])[CH2:42]1.CN(C(ON1N=NC2C=CC=NC1=2)=[N+](C)C)C.F[P-](F)(F)(F)(F)F.CCN(C(C)C)C(C)C. (5) Given the product [Br:9][C:10]1[CH:19]=[C:18]2[C:13]([CH2:14][C:15]([CH3:27])([CH3:26])[CH2:16][C:17]32[C:23](=[O:24])[N:22]([CH3:21])[C:1](=[O:4])[NH:20]3)=[CH:12][CH:11]=1, predict the reactants needed to synthesize it. The reactants are: [C:1](=[O:4])([O-])[O-].[K+].[K+].IC.[Br:9][C:10]1[CH:19]=[C:18]2[C:13]([CH2:14][C:15]([CH3:27])([CH3:26])[CH2:16][C:17]32[C:23](=[O:24])[NH:22][C:21](=O)[NH:20]3)=[CH:12][CH:11]=1.